This data is from Full USPTO retrosynthesis dataset with 1.9M reactions from patents (1976-2016). The task is: Predict the reactants needed to synthesize the given product. (1) Given the product [CH:23]1[C:24]2[C:28]3[CH:29]=[CH:30][CH:31]=[CH:32][C:27]=3[O:26][C:25]=2[CH:33]=[CH:34][C:22]=1[CH2:21][C:6]1[C:7]2[C:12](=[CH:11][C:10]([O:13][CH3:14])=[C:9]([O:15][CH3:16])[CH:8]=2)[C:3]([CH2:1][CH3:2])=[N:4][C:5]=1[OH:17], predict the reactants needed to synthesize it. The reactants are: [CH2:1]([C:3]1[C:12]2[C:7](=[CH:8][C:9]([O:15][CH3:16])=[C:10]([O:13][CH3:14])[CH:11]=2)[CH:6]=[C:5]([OH:17])[N:4]=1)[CH3:2].[OH-].[K+].Cl[CH2:21][C:22]1[CH:34]=[CH:33][C:25]2[O:26][C:27]3[CH:32]=[CH:31][CH:30]=[CH:29][C:28]=3[C:24]=2[CH:23]=1. (2) Given the product [N:6]1[CH:7]=[CH:8][C:3]([CH2:1][CH2:2][C:21]2[NH:22][C:23]3[C:19]([CH:20]=2)=[CH:18][CH:17]=[CH:25][CH:24]=3)=[CH:4][CH:5]=1, predict the reactants needed to synthesize it. The reactants are: [CH:1]([C:3]1[CH:8]=[CH:7][N:6]=[CH:5][CH:4]=1)=[CH2:2].FC(F)(F)C1C=C(C=CC=1)C(N[C:17]1[CH:18]=[C:19]2[C:23](=[CH:24][CH:25]=1)[NH:22][CH:21]=[CH:20]2)=O. (3) The reactants are: [NH2:1][C:2]1[N:3]=[CH:4][C:5]2[C:10]3[CH:11]=[CH:12][C:13](=[O:16])[N:14]([CH3:15])[C:9]=3[N:8]([CH:17]3[CH2:21][CH2:20][CH2:19][CH2:18]3)[C:6]=2[N:7]=1.[Si:22]([O:29][C@@H:30]1[CH2:34][CH2:33][N:32]([C:35]2[CH:36]=[CH:37][C:38](Cl)=[N:39][CH:40]=2)[CH2:31]1)([C:25]([CH3:28])([CH3:27])[CH3:26])([CH3:24])[CH3:23].C1(P(C2C=CC=CC=2)C2C3OC4C(=CC=CC=4P(C4C=CC=CC=4)C4C=CC=CC=4)C(C)(C)C=3C=CC=2)C=CC=CC=1.CC(C)([O-])C.[Na+]. Given the product [CH:17]1([N:8]2[C:6]3[N:7]=[C:2]([NH:1][C:38]4[CH:37]=[CH:36][C:35]([N:32]5[CH2:33][CH2:34][C@@H:30]([O:29][Si:22]([C:25]([CH3:28])([CH3:27])[CH3:26])([CH3:23])[CH3:24])[CH2:31]5)=[CH:40][N:39]=4)[N:3]=[CH:4][C:5]=3[C:10]3[CH:11]=[CH:12][C:13](=[O:16])[N:14]([CH3:15])[C:9]2=3)[CH2:18][CH2:19][CH2:20][CH2:21]1, predict the reactants needed to synthesize it.